Dataset: Forward reaction prediction with 1.9M reactions from USPTO patents (1976-2016). Task: Predict the product of the given reaction. (1) Given the reactants [Cl:1][C:2]1[CH:3]=[CH:4][C:5]2[N:29]3[C:30]([CH:33]=[O:34])=[CH:31][CH:32]=[C:28]3[C:8]3([CH2:13][CH2:12][N:11]([C:14](=[O:27])[C:15]4[CH:20]=[CH:19][C:18]([C:21]([F:24])([F:23])[F:22])=[C:17]([O:25][CH3:26])[CH:16]=4)[CH2:10][CH2:9]3)[O:7][C:6]=2[CH:35]=1.[BH4-].[Na+], predict the reaction product. The product is: [Cl:1][C:2]1[CH:3]=[CH:4][C:5]2[N:29]3[C:30]([CH2:33][OH:34])=[CH:31][CH:32]=[C:28]3[C:8]3([CH2:13][CH2:12][N:11]([C:14]([C:15]4[CH:20]=[CH:19][C:18]([C:21]([F:22])([F:24])[F:23])=[C:17]([O:25][CH3:26])[CH:16]=4)=[O:27])[CH2:10][CH2:9]3)[O:7][C:6]=2[CH:35]=1. (2) Given the reactants O=[C:2]1[CH2:7][CH2:6][N:5]([C:8]2[CH:13]=[CH:12][C:11]([N:14]3[CH2:18][C@H:17]([CH2:19][NH:20][C:21](=[O:23])[CH3:22])[O:16][C:15]3=[O:24])=[CH:10][C:9]=2[F:25])[CH2:4][CH2:3]1.[C-:26]#[N:27].[Na+].[N+:29]([C:32]1[CH:38]=[CH:37][C:35]([NH2:36])=[CH:34][CH:33]=1)([O-:31])=[O:30], predict the reaction product. The product is: [N+:29]([C:32]1[CH:38]=[CH:37][C:35]([NH:36][C:2]2([C:26]#[N:27])[CH2:7][CH2:6][N:5]([C:8]3[CH:13]=[CH:12][C:11]([N:14]4[CH2:18][C@H:17]([CH2:19][NH:20][C:21](=[O:23])[CH3:22])[O:16][C:15]4=[O:24])=[CH:10][C:9]=3[F:25])[CH2:4][CH2:3]2)=[CH:34][CH:33]=1)([O-:31])=[O:30]. (3) Given the reactants C([Cl:4])(=O)C.[CH3:5][N:6]1[CH2:11][CH2:10][N:9]([C:12]([CH:14]2[CH2:31][CH2:30][C:17]3([CH2:22][CH2:21][N:20](C(OC(C)(C)C)=O)[CH2:19][CH2:18]3)[CH2:16][CH2:15]2)=[O:13])[CH2:8][CH2:7]1, predict the reaction product. The product is: [ClH:4].[CH3:5][N:6]1[CH2:7][CH2:8][N:9]([C:12]([CH:14]2[CH2:31][CH2:30][C:17]3([CH2:22][CH2:21][NH:20][CH2:19][CH2:18]3)[CH2:16][CH2:15]2)=[O:13])[CH2:10][CH2:11]1. (4) Given the reactants [CH3:1][C:2]1[CH:6]=[C:5]([NH:7][C:8]2[N:9]=[C:10]([NH:17][C@@H:18]3[CH2:22][CH2:21][NH:20][CH2:19]3)[C:11]3[S:16][CH:15]=[CH:14][C:12]=3[N:13]=2)[S:4][N:3]=1.C(N(CC)CC)C.[C:30](Cl)(=[O:33])[CH:31]=[CH2:32], predict the reaction product. The product is: [CH3:1][C:2]1[CH:6]=[C:5]([NH:7][C:8]2[N:9]=[C:10]([NH:17][C@@H:18]3[CH2:22][CH2:21][N:20]([C:30](=[O:33])[CH:31]=[CH2:32])[CH2:19]3)[C:11]3[S:16][CH:15]=[CH:14][C:12]=3[N:13]=2)[S:4][N:3]=1. (5) Given the reactants C([Si]([O:8][CH2:9][CH:10]1[CH2:15][CH2:14][C:13]2([CH2:20][CH2:19][CH:18]([O:21][CH3:22])[CH2:17][CH2:16]2)[CH2:12][CH2:11]1)(C)C)(C)(C)C.[F-].C([N+](CCCC)(CCCC)CCCC)CCC.O, predict the reaction product. The product is: [CH3:22][O:21][CH:18]1[CH2:17][CH2:16][C:13]2([CH2:14][CH2:15][CH:10]([CH2:9][OH:8])[CH2:11][CH2:12]2)[CH2:20][CH2:19]1. (6) Given the reactants CC([CH2:5][N:6]([CH2:10][CH2:11][N:12]1[CH:16]=[C:15]([C:17]2[CH:18]=[C:19]3[C:24](=[CH:25][CH:26]=2)[N:23]([C:27](=[O:29])[CH3:28])[C@@H:22]([CH3:30])[CH2:21][C@H:20]3[NH:31][C:32]2[CH:37]=[C:36]([CH3:38])[CH:35]=[CH:34][N:33]=2)[CH:14]=[N:13]1)C(=O)[O-])(C)C.FC(F)(F)C(O)=O.[ClH:46].CCOCC, predict the reaction product. The product is: [ClH:46].[C:27]([N:23]1[C:24]2[C:19](=[CH:18][C:17]([C:15]3[CH:14]=[N:13][N:12]([CH2:11][CH2:10][NH:6][CH3:5])[CH:16]=3)=[CH:26][CH:25]=2)[C@H:20]([NH:31][C:32]2[CH:37]=[C:36]([CH3:38])[CH:35]=[CH:34][N:33]=2)[CH2:21][C@@H:22]1[CH3:30])(=[O:29])[CH3:28]. (7) Given the reactants C(O[C@@H](C1C(C)=CC2=NC3=CN2C=1N1CCC(C)(OCCCC[C@H](C)OC2C=CC(F)=CC=2C2C=C3C=CC=2)CC1)C(OC)=O)(C)(C)C.[Br:49][C:50]1[N:51]2[C:56]3[N:57]4[CH2:86][CH2:85][C:60]([CH3:87])([O:61][CH2:62][CH2:63][CH2:64][CH2:65][C@H:66]([CH3:84])[O:67][C:68]5[CH:69]=[C:70](C)[C:71]([F:82])=[CH:72][C:73]=5[C:74]5[CH:81]=[C:78]([C:79]=1[N:80]=[C:52]2[CH:53]=[C:54]([CH3:98])[C:55]=3[C@H:88]([O:93][C:94]([CH3:97])([CH3:96])[CH3:95])[C:89]([O:91][CH3:92])=[O:90])[CH:77]=[CH:76][CH:75]=5)[CH2:59][CH2:58]4, predict the reaction product. The product is: [Br:49][C:50]1[N:51]2[C:56]3[N:57]4[CH2:58][CH2:59][C:60]([CH3:87])([O:61][CH2:62][CH2:63][CH2:64][CH2:65][C@H:66]([CH3:84])[O:67][C:68]5[CH:69]=[CH:70][C:71]([F:82])=[CH:72][C:73]=5[C:74]5[CH:81]=[C:78]([C:79]=1[N:80]=[C:52]2[CH:53]=[C:54]([CH3:98])[C:55]=3[C@H:88]([O:93][C:94]([CH3:97])([CH3:96])[CH3:95])[C:89]([O:91][CH3:92])=[O:90])[CH:77]=[CH:76][CH:75]=5)[CH2:85][CH2:86]4. (8) Given the reactants [Br:1][C:2]1[C:3]([CH3:9])=[N:4][C:5](Cl)=[N:6][CH:7]=1.[CH3:10][S:11]([C@H:14]1[CH2:18][CH2:17][NH:16][CH2:15]1)(=[O:13])=[O:12].CCN(CC)CC, predict the reaction product. The product is: [Br:1][C:2]1[C:3]([CH3:9])=[N:4][C:5]([N:16]2[CH2:17][CH2:18][C@H:14]([S:11]([CH3:10])(=[O:13])=[O:12])[CH2:15]2)=[N:6][CH:7]=1. (9) Given the reactants [Cl:1]/[CH:2]=[CH:3]\Cl.[Br:5][CH2:6][CH2:7][CH2:8][CH2:9][CH2:10][CH2:11]C=C, predict the reaction product. The product is: [Br:5][CH2:6][CH2:7][CH2:8][CH2:9][CH2:10][CH2:11]/[CH:3]=[CH:2]\[Cl:1]. (10) Given the reactants C(OC([N:8]1[CH2:13][CH2:12][CH:11]([C:14]2[CH:19]=[CH:18][C:17]([NH:20][C:21]([C:23]3[NH:24][C:25]4[C:30]([C:31]=3[CH3:32])=[CH:29][CH:28]=[CH:27][C:26]=4[O:33][CH3:34])=[O:22])=[CH:16][CH:15]=2)[CH2:10][CH2:9]1)=O)(C)(C)C.C[O:36][C:37]([C@H:39]1[CH2:44][CH2:43][C@H:42]([C:45](O)=[O:46])[CH2:41][CH2:40]1)=[O:38].O[Li].O, predict the reaction product. The product is: [CH3:34][O:33][C:26]1[CH:27]=[CH:28][CH:29]=[C:30]2[C:25]=1[NH:24][C:23]([C:21]([NH:20][C:17]1[CH:18]=[CH:19][C:14]([CH:11]3[CH2:10][CH2:9][N:8]([C:45]([C@H:42]4[CH2:41][CH2:40][C@H:39]([C:37]([OH:38])=[O:36])[CH2:44][CH2:43]4)=[O:46])[CH2:13][CH2:12]3)=[CH:15][CH:16]=1)=[O:22])=[C:31]2[CH3:32].